From a dataset of Catalyst prediction with 721,799 reactions and 888 catalyst types from USPTO. Predict which catalyst facilitates the given reaction. (1) Reactant: Cl[C:2](=[N:13][OH:14])[C@H:3]1[CH2:8][CH2:7][C@H:6]([C:9]([O:11]C)=[O:10])[CH2:5][CH2:4]1.[C:15]1(N2CCOCC2)[CH2:19][CH2:18][CH2:17][CH:16]=1.C(N(CC)CC)C. Product: [O:14]1[C:16]2[CH2:17][CH2:18][CH2:19][C:15]=2[C:2]([C@H:3]2[CH2:8][CH2:7][C@H:6]([C:9]([OH:11])=[O:10])[CH2:5][CH2:4]2)=[N:13]1. The catalyst class is: 4. (2) Reactant: [Br:1]Br.[CH3:3][C:4]1([CH3:16])[CH2:8][C:7]2[CH:9]=[CH:10][CH:11]=[C:12]([C:13]([OH:15])=[O:14])[C:6]=2[O:5]1.S([O-])([O-])=O.[Na+].[Na+]. Product: [Br:1][C:10]1[CH:11]=[C:12]([C:13]([OH:15])=[O:14])[C:6]2[O:5][C:4]([CH3:16])([CH3:3])[CH2:8][C:7]=2[CH:9]=1. The catalyst class is: 15. (3) Product: [Br:7][C:8]1[CH:9]=[C:10]([CH:14]([F:20])[CH2:15][OH:16])[CH:11]=[CH:12][CH:13]=1. The catalyst class is: 1. Reactant: [H-].[Al+3].[Li+].[H-].[H-].[H-].[Br:7][C:8]1[CH:9]=[C:10]([CH:14]([F:20])[C:15](OCC)=[O:16])[CH:11]=[CH:12][CH:13]=1.